This data is from NCI-60 drug combinations with 297,098 pairs across 59 cell lines. The task is: Regression. Given two drug SMILES strings and cell line genomic features, predict the synergy score measuring deviation from expected non-interaction effect. (1) Drug 1: C1=NNC2=C1C(=O)NC=N2. Drug 2: C(CN)CNCCSP(=O)(O)O. Cell line: BT-549. Synergy scores: CSS=-0.381, Synergy_ZIP=-0.0284, Synergy_Bliss=-2.01, Synergy_Loewe=0.956, Synergy_HSA=-0.684. (2) Drug 1: CN1CCC(CC1)COC2=C(C=C3C(=C2)N=CN=C3NC4=C(C=C(C=C4)Br)F)OC. Drug 2: CCCCCOC(=O)NC1=NC(=O)N(C=C1F)C2C(C(C(O2)C)O)O. Cell line: TK-10. Synergy scores: CSS=11.7, Synergy_ZIP=-9.05, Synergy_Bliss=-1.23, Synergy_Loewe=-16.9, Synergy_HSA=-1.25. (3) Drug 1: CC1=C2C(C(=O)C3(C(CC4C(C3C(C(C2(C)C)(CC1OC(=O)C(C(C5=CC=CC=C5)NC(=O)OC(C)(C)C)O)O)OC(=O)C6=CC=CC=C6)(CO4)OC(=O)C)OC)C)OC. Drug 2: CC(C1=C(C=CC(=C1Cl)F)Cl)OC2=C(N=CC(=C2)C3=CN(N=C3)C4CCNCC4)N. Cell line: CAKI-1. Synergy scores: CSS=53.4, Synergy_ZIP=-0.800, Synergy_Bliss=2.41, Synergy_Loewe=-4.68, Synergy_HSA=6.59. (4) Drug 1: CC1=C(C=C(C=C1)NC2=NC=CC(=N2)N(C)C3=CC4=NN(C(=C4C=C3)C)C)S(=O)(=O)N.Cl. Drug 2: CC1=C(C=C(C=C1)C(=O)NC2=CC(=CC(=C2)C(F)(F)F)N3C=C(N=C3)C)NC4=NC=CC(=N4)C5=CN=CC=C5. Cell line: OVCAR-5. Synergy scores: CSS=1.01, Synergy_ZIP=0.510, Synergy_Bliss=1.87, Synergy_Loewe=-2.91, Synergy_HSA=-0.344. (5) Drug 1: C1=CN(C(=O)N=C1N)C2C(C(C(O2)CO)O)O.Cl. Drug 2: CC=C1C(=O)NC(C(=O)OC2CC(=O)NC(C(=O)NC(CSSCCC=C2)C(=O)N1)C(C)C)C(C)C. Synergy scores: CSS=47.7, Synergy_ZIP=5.46, Synergy_Bliss=5.63, Synergy_Loewe=-17.9, Synergy_HSA=4.43. Cell line: SK-MEL-28. (6) Drug 1: CC(C1=C(C=CC(=C1Cl)F)Cl)OC2=C(N=CC(=C2)C3=CN(N=C3)C4CCNCC4)N. Drug 2: C1C(C(OC1N2C=NC3=C(N=C(N=C32)Cl)N)CO)O. Cell line: OVCAR3. Synergy scores: CSS=1.10, Synergy_ZIP=0.450, Synergy_Bliss=-0.558, Synergy_Loewe=-9.61, Synergy_HSA=-3.63. (7) Drug 1: C1=NC2=C(N=C(N=C2N1C3C(C(C(O3)CO)O)O)F)N. Drug 2: C1CN(CCN1C(=O)CCBr)C(=O)CCBr. Cell line: HS 578T. Synergy scores: CSS=20.3, Synergy_ZIP=-3.33, Synergy_Bliss=1.06, Synergy_Loewe=-0.396, Synergy_HSA=1.89. (8) Drug 1: CC1=C2C(C(=O)C3(C(CC4C(C3C(C(C2(C)C)(CC1OC(=O)C(C(C5=CC=CC=C5)NC(=O)OC(C)(C)C)O)O)OC(=O)C6=CC=CC=C6)(CO4)OC(=O)C)OC)C)OC. Drug 2: C1CCC(C(C1)N)N.C(=O)(C(=O)[O-])[O-].[Pt+4]. Cell line: CAKI-1. Synergy scores: CSS=40.8, Synergy_ZIP=-0.232, Synergy_Bliss=-1.56, Synergy_Loewe=-7.40, Synergy_HSA=5.06. (9) Drug 1: C1=CC(=CC=C1CC(C(=O)O)N)N(CCCl)CCCl.Cl. Drug 2: COC1=NC(=NC2=C1N=CN2C3C(C(C(O3)CO)O)O)N. Cell line: HCT116. Synergy scores: CSS=16.7, Synergy_ZIP=-0.936, Synergy_Bliss=2.00, Synergy_Loewe=-5.45, Synergy_HSA=-0.200.